This data is from Full USPTO retrosynthesis dataset with 1.9M reactions from patents (1976-2016). The task is: Predict the reactants needed to synthesize the given product. The reactants are: S(Cl)(C)(=O)=O.[Br:6][C:7]1[C:12]([O:13][CH3:14])=[CH:11][C:10]([CH2:15][OH:16])=[CH:9][C:8]=1[O:17][CH3:18].[CH2:19](N(CC)CC)C.C[O-].[Na+].CO. Given the product [Br:6][C:7]1[C:12]([O:13][CH3:14])=[CH:11][C:10]([CH2:15][O:16][CH3:19])=[CH:9][C:8]=1[O:17][CH3:18], predict the reactants needed to synthesize it.